Dataset: NCI-60 drug combinations with 297,098 pairs across 59 cell lines. Task: Regression. Given two drug SMILES strings and cell line genomic features, predict the synergy score measuring deviation from expected non-interaction effect. (1) Drug 1: C(CCl)NC(=O)N(CCCl)N=O. Drug 2: CC12CCC3C(C1CCC2OP(=O)(O)O)CCC4=C3C=CC(=C4)OC(=O)N(CCCl)CCCl.[Na+]. Cell line: HCC-2998. Synergy scores: CSS=17.8, Synergy_ZIP=-1.71, Synergy_Bliss=1.58, Synergy_Loewe=1.68, Synergy_HSA=1.71. (2) Drug 1: CC(CN1CC(=O)NC(=O)C1)N2CC(=O)NC(=O)C2. Drug 2: CC1=C(C=C(C=C1)C(=O)NC2=CC(=CC(=C2)C(F)(F)F)N3C=C(N=C3)C)NC4=NC=CC(=N4)C5=CN=CC=C5. Cell line: SF-295. Synergy scores: CSS=20.7, Synergy_ZIP=-9.04, Synergy_Bliss=-5.32, Synergy_Loewe=-2.97, Synergy_HSA=-3.13. (3) Drug 1: CC1C(C(CC(O1)OC2CC(OC(C2O)C)OC3=CC4=CC5=C(C(=O)C(C(C5)C(C(=O)C(C(C)O)O)OC)OC6CC(C(C(O6)C)O)OC7CC(C(C(O7)C)O)OC8CC(C(C(O8)C)O)(C)O)C(=C4C(=C3C)O)O)O)O. Drug 2: CC1C(C(CC(O1)OC2CC(CC3=C2C(=C4C(=C3O)C(=O)C5=C(C4=O)C(=CC=C5)OC)O)(C(=O)CO)O)N)O.Cl. Cell line: SF-539. Synergy scores: CSS=61.2, Synergy_ZIP=4.06, Synergy_Bliss=5.81, Synergy_Loewe=2.92, Synergy_HSA=7.36. (4) Drug 1: CC1C(C(CC(O1)OC2CC(CC3=C2C(=C4C(=C3O)C(=O)C5=C(C4=O)C(=CC=C5)OC)O)(C(=O)C)O)N)O.Cl. Drug 2: CC(C)NC(=O)C1=CC=C(C=C1)CNNC.Cl. Cell line: HOP-62. Synergy scores: CSS=19.0, Synergy_ZIP=-5.32, Synergy_Bliss=5.10, Synergy_Loewe=-25.0, Synergy_HSA=1.28. (5) Drug 1: C1CC(=O)NC(=O)C1N2CC3=C(C2=O)C=CC=C3N. Drug 2: CC1=C(C(CCC1)(C)C)C=CC(=CC=CC(=CC(=O)O)C)C. Cell line: T-47D. Synergy scores: CSS=8.37, Synergy_ZIP=-4.32, Synergy_Bliss=-3.61, Synergy_Loewe=-7.11, Synergy_HSA=-2.04. (6) Drug 1: CC1=C(C(CCC1)(C)C)C=CC(=CC=CC(=CC(=O)O)C)C. Drug 2: CC1=C(C=C(C=C1)NC(=O)C2=CC=C(C=C2)CN3CCN(CC3)C)NC4=NC=CC(=N4)C5=CN=CC=C5. Cell line: NCIH23. Synergy scores: CSS=4.10, Synergy_ZIP=-2.41, Synergy_Bliss=0.232, Synergy_Loewe=-0.213, Synergy_HSA=0.0910.